Predict the product of the given reaction. From a dataset of Forward reaction prediction with 1.9M reactions from USPTO patents (1976-2016). (1) Given the reactants Cl[CH2:2][C:3]1[CH:4]=[C:5]2[C:9](=[CH:10][CH:11]=1)[CH2:8][C@H:7]([NH:12][C:13](=[O:22])[O:14][CH2:15][C:16]1[CH:21]=[CH:20][CH:19]=[CH:18][CH:17]=1)[CH2:6]2.CC1(C)COB([C:30]2[CH:31]=[C:32]([CH:37]=[C:38]([C:40]([F:43])([F:42])[F:41])[CH:39]=2)[C:33]([O:35][CH3:36])=[O:34])OC1.C(=O)([O-])[O-].[Na+].[Na+].C(Cl)Cl, predict the reaction product. The product is: [CH2:15]([O:14][C:13]([NH:12][C@@H:7]1[CH2:6][C:5]2[C:9](=[CH:10][CH:11]=[C:3]([CH2:2][C:30]3[CH:31]=[C:32]([CH:37]=[C:38]([C:40]([F:41])([F:43])[F:42])[CH:39]=3)[C:33]([O:35][CH3:36])=[O:34])[CH:4]=2)[CH2:8]1)=[O:22])[C:16]1[CH:21]=[CH:20][CH:19]=[CH:18][CH:17]=1. (2) Given the reactants C[O:2][C:3]([C:5]1[C:6]([C:27](OC)=[O:28])=[C:7]([C:19]2[CH:24]=[CH:23][C:22]([O:25][CH3:26])=[CH:21][CH:20]=2)[N:8]2[C:16]3[CH:15]=[CH:14][C:13]([O:17][CH3:18])=[CH:12][C:11]=3[CH2:10][C:9]=12)=O.[H-].[H-].[H-].[H-].[Li+].[Al+3].[H-].[OH-].[Na+], predict the reaction product. The product is: [OH:28][CH2:27][C:6]1[C:5]([CH2:3][OH:2])=[C:9]2[CH2:10][C:11]3[CH:12]=[C:13]([O:17][CH3:18])[CH:14]=[CH:15][C:16]=3[N:8]2[C:7]=1[C:19]1[CH:20]=[CH:21][C:22]([O:25][CH3:26])=[CH:23][CH:24]=1. (3) Given the reactants [CH2:1]([O:4][C:5]1[CH:12]=[CH:11][C:8]([CH:9]=O)=[C:7]([C:13]([F:16])([F:15])[F:14])[CH:6]=1)[CH2:2][CH3:3].[NH2:17][OH:18].O.CCCCCC.CCOC(C)=O, predict the reaction product. The product is: [CH2:1]([O:4][C:5]1[CH:12]=[CH:11][C:8]([CH:9]=[N:17][OH:18])=[C:7]([C:13]([F:16])([F:15])[F:14])[CH:6]=1)[CH2:2][CH3:3]. (4) Given the reactants [Cl:1][C:2]1[CH:3]=[C:4]([C@H:8]([NH2:10])[CH3:9])[CH:5]=[CH:6][CH:7]=1.C([O:15][C:16]([C:18]1[CH:23]=[CH:22][CH:21]=[CH:20][C:19]=1[C:24]1[CH:29]=[CH:28][C:27]([CH2:30][N:31]2[C:39]3[C:34](=[CH:35][C:36]([C:40](O)=[O:41])=[CH:37][CH:38]=3)[C:33]([CH3:43])=[C:32]2[CH3:44])=[CH:26][CH:25]=1)=[O:17])(C)(C)C, predict the reaction product. The product is: [Cl:1][C:2]1[CH:3]=[C:4]([C@H:8]([NH:10][C:40]([C:36]2[CH:35]=[C:34]3[C:39](=[CH:38][CH:37]=2)[N:31]([CH2:30][C:27]2[CH:26]=[CH:25][C:24]([C:19]4[C:18]([C:16]([OH:17])=[O:15])=[CH:23][CH:22]=[CH:21][CH:20]=4)=[CH:29][CH:28]=2)[C:32]([CH3:44])=[C:33]3[CH3:43])=[O:41])[CH3:9])[CH:5]=[CH:6][CH:7]=1. (5) Given the reactants [OH:1][C:2]1[CH:11]=[CH:10][C:5]([C:6]([O:8][CH3:9])=[O:7])=[CH:4][CH:3]=1.Br[C:13]([CH3:16])([CH3:15])[CH3:14].CO.[OH-].[K+], predict the reaction product. The product is: [C:13]([C:11]1[CH:10]=[C:5]([CH:4]=[CH:3][C:2]=1[OH:1])[C:6]([O:8][CH3:9])=[O:7])([CH3:16])([CH3:15])[CH3:14]. (6) Given the reactants [CH3:1][O:2][C:3]1[CH:8]=[C:7]([N+:9]([O-:11])=[O:10])[CH:6]=[CH:5][C:4]=1[N:12]=[C:13]=[O:14].[NH2:15][C:16]1[CH:21]=[N:20][CH:19]=[CH:18][N:17]=1, predict the reaction product. The product is: [CH3:1][O:2][C:3]1[CH:8]=[C:7]([N+:9]([O-:11])=[O:10])[CH:6]=[CH:5][C:4]=1[NH:12][C:13]([NH:15][C:16]1[CH:21]=[N:20][CH:19]=[CH:18][N:17]=1)=[O:14]. (7) The product is: [CH3:16][N:5]([S:2]([CH3:1])(=[O:3])=[O:4])[C:6]1[O:7][CH:8]=[C:9]([C:11]([O:13][CH2:14][CH3:15])=[O:12])[N:10]=1. Given the reactants [CH3:1][S:2]([NH:5][C:6]1[O:7][CH:8]=[C:9]([C:11]([O:13][CH2:14][CH3:15])=[O:12])[N:10]=1)(=[O:4])=[O:3].[C:16](=O)([O-])[O-].[K+].[K+].IC, predict the reaction product.